From a dataset of Peptide-MHC class II binding affinity with 134,281 pairs from IEDB. Regression. Given a peptide amino acid sequence and an MHC pseudo amino acid sequence, predict their binding affinity value. This is MHC class II binding data. (1) The peptide sequence is ESKYFAATQFEPLAA. The MHC is HLA-DQA10101-DQB10501 with pseudo-sequence HLA-DQA10101-DQB10501. The binding affinity (normalized) is 0.420. (2) The peptide sequence is DQGCSSALGSGPYGA. The MHC is HLA-DQA10501-DQB10402 with pseudo-sequence HLA-DQA10501-DQB10402. The binding affinity (normalized) is 0.232. (3) The MHC is DRB1_1302 with pseudo-sequence DRB1_1302. The peptide sequence is KAVEAYLVAHPDLYK. The binding affinity (normalized) is 0.260. (4) The MHC is DRB1_0401 with pseudo-sequence DRB1_0401. The binding affinity (normalized) is 0.401. The peptide sequence is QNAMGSAQTFRVNLK. (5) The peptide sequence is QITKIQNFRVYYRDSRDPIW. The MHC is HLA-DPA10201-DPB10101 with pseudo-sequence HLA-DPA10201-DPB10101. The binding affinity (normalized) is 0.446. (6) The peptide sequence is SFLEILYGYEWELTKSPAGAW. The MHC is DRB1_1501 with pseudo-sequence DRB1_1501. The binding affinity (normalized) is 0.171.